Dataset: Reaction yield outcomes from USPTO patents with 853,638 reactions. Task: Predict the reaction yield, written as a fraction of the theoretical maximum amount of product (1.0 means a 100% yield; for example, 0.34 means a 34% yield). (1) The reactants are [Cl:1][C:2]1[CH:7]=[CH:6][N:5]=[C:4]([C:8]([NH:10][CH3:11])=[O:9])[CH:3]=1.[Li]CCCC.[C:25](O[C:25]([O:27][C:28]([CH3:31])([CH3:30])[CH3:29])=[O:26])([O:27][C:28]([CH3:31])([CH3:30])[CH3:29])=[O:26]. The catalyst is C1COCC1. The product is [Cl:1][C:2]1[CH:7]=[CH:6][N:5]=[C:4]([C:8]([N:10]([CH3:11])[C:25](=[O:26])[O:27][C:28]([CH3:29])([CH3:30])[CH3:31])=[O:9])[CH:3]=1. The yield is 0.540. (2) The reactants are [Cl:1][C:2]1[CH:3]=[C:4]([O:12][CH:13]([CH3:15])[CH3:14])[C:5]([CH3:11])=[C:6]([CH:10]=1)[C:7]([OH:9])=O.Cl.[NH2:17][CH2:18][C:19]1[C:20](=[O:27])[NH:21][C:22]([CH3:26])=[CH:23][C:24]=1[CH3:25].C1C=NC2N(O)N=NC=2C=1.CN1CCOCC1.C(Cl)CCl. The catalyst is ClCCl. The product is [Cl:1][C:2]1[CH:3]=[C:4]([O:12][CH:13]([CH3:15])[CH3:14])[C:5]([CH3:11])=[C:6]([CH:10]=1)[C:7]([NH:17][CH2:18][C:19]1[C:20](=[O:27])[NH:21][C:22]([CH3:26])=[CH:23][C:24]=1[CH3:25])=[O:9]. The yield is 0.850. (3) The product is [C:1]([N:24]1[CH:27]=[CH:28][N:20]([CH2:19][C:18]([O:21][CH3:22])=[O:17])[C:32](=[O:33])[CH:10]1[CH:11]([CH3:13])[CH3:12])(=[O:9])[C:2]1[CH:3]=[CH:4][CH:5]=[CH:6][CH:7]=1. The reactants are [C:1]([OH:9])(=O)[C:2]1[CH:7]=[CH:6][CH:5]=[CH:4][CH:3]=1.[CH:10](=O)[CH:11]([CH3:13])[CH3:12].C([O:17][CH:18]([O:21][CH2:22]C)[CH2:19][NH2:20])C.[N:24]([CH2:27][C:28]([O-])=O)=C=O.Cl.[C:32](O)(C(F)(F)F)=[O:33]. The catalyst is C(Cl)Cl.CO. The yield is 0.753. (4) The reactants are [C:1]([O:5][C:6]([N:8]1[CH2:13][CH2:12][CH:11]([C:14]2[NH:18][N:17]=[N:16][N:15]=2)[CH2:10][CH2:9]1)=[O:7])([CH3:4])([CH3:3])[CH3:2].[H-].[Na+].[CH2:21](Br)[C:22]1[CH:27]=[CH:26][CH:25]=[CH:24][CH:23]=1. The catalyst is CN(C=O)C. The product is [C:1]([O:5][C:6]([N:8]1[CH2:9][CH2:10][CH:11]([C:14]2[N:15]=[N:16][N:17]([CH2:21][C:22]3[CH:27]=[CH:26][CH:25]=[CH:24][CH:23]=3)[N:18]=2)[CH2:12][CH2:13]1)=[O:7])([CH3:4])([CH3:2])[CH3:3]. The yield is 0.150. (5) The reactants are Cl.FC1C=C(C(C(NC2C=CC(F)=CC=2)=O)C(N)=O)C=CC=1OC1C2=C(C)C(OCCN3CCOCC3)=CN2N=CN=1.[F:43][C:44]1[CH:71]=[C:70]([N+:72]([O-])=O)[CH:69]=[CH:68][C:45]=1[O:46][C:47]1[C:52]2=[C:53]([CH3:67])[C:54]([C:56]([NH:58][CH2:59][CH2:60][N:61]3[CH2:66][CH2:65][O:64][CH2:63][CH2:62]3)=[O:57])=[CH:55][N:51]2[N:50]=[CH:49][N:48]=1. No catalyst specified. The product is [NH2:72][C:70]1[CH:69]=[CH:68][C:45]([O:46][C:47]2[C:52]3=[C:53]([CH3:67])[C:54]([C:56]([NH:58][CH2:59][CH2:60][N:61]4[CH2:66][CH2:65][O:64][CH2:63][CH2:62]4)=[O:57])=[CH:55][N:51]3[N:50]=[CH:49][N:48]=2)=[C:44]([F:43])[CH:71]=1. The yield is 0.920. (6) The reactants are [CH3:1][O:2][C:3]1[CH:12]=[C:11]([O:13][CH3:14])[CH:10]=[C:9]2[C:4]=1[C:5](=[O:34])[NH:6][C:7]([C:15]1[CH:20]=[CH:19][C:18]([C:21]3[CH2:26][CH2:25][N:24]([C:27]([O:29][C:30]([CH3:33])([CH3:32])[CH3:31])=[O:28])[CH2:23][CH:22]=3)=[CH:17][CH:16]=1)=[N:8]2.[H][H]. The catalyst is CCO.CC(O)=O.[Pd]. The product is [CH3:1][O:2][C:3]1[CH:12]=[C:11]([O:13][CH3:14])[CH:10]=[C:9]2[C:4]=1[C:5](=[O:34])[NH:6][C:7]([C:15]1[CH:20]=[CH:19][C:18]([CH:21]3[CH2:22][CH2:23][N:24]([C:27]([O:29][C:30]([CH3:32])([CH3:31])[CH3:33])=[O:28])[CH2:25][CH2:26]3)=[CH:17][CH:16]=1)=[N:8]2. The yield is 1.00. (7) The reactants are Br[C:2]1[CH:3]=[CH:4][C:5]([O:8][CH3:9])=[N:6][CH:7]=1.C([Li])CCC.C[O:16][B:17](OC)[O:18]C. No catalyst specified. The product is [CH3:9][O:8][C:5]1[N:6]=[CH:7][C:2]([B:17]([OH:18])[OH:16])=[CH:3][CH:4]=1. The yield is 0.880. (8) The reactants are CC(C)([O-])C.[K+].[N:7]1([S:12]([C:15]2[CH:16]=[C:17]3[C:21](=[CH:22][CH:23]=2)[NH:20][C:19](=[O:24])[C:18]23OCCC[O:25]2)(=[O:14])=[O:13])[CH2:11][CH2:10][CH2:9][CH2:8]1.ClCC(C)(C)C#N. The catalyst is CS(C)=O. The product is [N:7]1([S:12]([C:15]2[CH:16]=[C:17]3[C:21](=[CH:22][CH:23]=2)[NH:20][C:19](=[O:24])[C:18]3=[O:25])(=[O:14])=[O:13])[CH2:11][CH2:10][CH2:9][CH2:8]1. The yield is 0.770. (9) The reactants are [CH3:1][O:2][C:3]([C:5]1[NH:6][C:7](Br)=[CH:8][CH:9]=1)=[O:4].[C:11]1(B(O)O)[C:20]2[C:15](=[CH:16][CH:17]=[CH:18][CH:19]=2)[CH:14]=[CH:13][CH:12]=1.C(=O)([O-])[O-].[Na+].[Na+].C1([As](C2C=CC=CC=2)C2C=CC=CC=2)C=CC=CC=1. The catalyst is CN(C=O)C. The product is [CH3:1][O:2][C:3]([C:5]1[NH:6][C:7]([C:19]2[C:20]3[C:15](=[CH:14][CH:13]=[CH:12][CH:11]=3)[CH:16]=[CH:17][CH:18]=2)=[CH:8][CH:9]=1)=[O:4]. The yield is 0.810.